This data is from Catalyst prediction with 721,799 reactions and 888 catalyst types from USPTO. The task is: Predict which catalyst facilitates the given reaction. (1) Reactant: [CH3:1][C:2]([CH3:28])([CH3:27])[C:3]([C:5]1[C:6]([CH3:26])=[C:7]([C:17]([NH:19][C:20]2[CH:25]=[CH:24][CH:23]=[CH:22][CH:21]=2)=[O:18])[N:8]2[C:13]=1[CH:12]=[C:11]([CH:14]([CH3:16])[CH3:15])[CH:10]=[CH:9]2)=[O:4].[C:29]([O:33][CH3:34])(=[O:32])[CH:30]=[CH2:31].C1CCN2C(=NCCC2)CC1.O. Product: [CH3:28][C:2]([CH3:1])([CH3:27])[C:3]([C:5]1[C:6]([CH3:26])=[C:7]([C:17]([N:19]([C:20]2[CH:25]=[CH:24][CH:23]=[CH:22][CH:21]=2)[CH2:31][CH2:30][C:29]([O:33][CH3:34])=[O:32])=[O:18])[N:8]2[C:13]=1[CH:12]=[C:11]([CH:14]([CH3:16])[CH3:15])[CH:10]=[CH:9]2)=[O:4]. The catalyst class is: 3. (2) Product: [NH:1]1[CH:5]=[C:4]([C:6]([NH:9][CH2:10][CH:11]2[CH2:16][CH2:15][N:14]([C:17]([O:19][C:20]([CH3:23])([CH3:22])[CH3:21])=[O:18])[CH2:13][CH2:12]2)=[O:8])[N:3]=[N:2]1. The catalyst class is: 3. Reactant: [NH:1]1[CH:5]=[C:4]([C:6]([OH:8])=O)[N:3]=[N:2]1.[NH2:9][CH2:10][CH:11]1[CH2:16][CH2:15][N:14]([C:17]([O:19][C:20]([CH3:23])([CH3:22])[CH3:21])=[O:18])[CH2:13][CH2:12]1.F[P-](F)(F)(F)(F)F.N1(O[P+](N(C)C)(N(C)C)N(C)C)C2C=CC=CC=2N=N1.CCN(C(C)C)C(C)C.